Dataset: Forward reaction prediction with 1.9M reactions from USPTO patents (1976-2016). Task: Predict the product of the given reaction. (1) Given the reactants [CH2:1]([O:3][C:4]([N:6]1[C:15]2[C:10](=[CH:11][C:12]([C:16]([F:19])([F:18])[F:17])=[CH:13][CH:14]=2)[C@H:9]([NH:20]C(OCC2C=CC=CC=2)=O)[CH2:8][C@@H:7]1[CH2:31][CH3:32])=[O:5])[CH3:2], predict the reaction product. The product is: [CH2:1]([O:3][C:4]([N:6]1[C:15]2[C:10](=[CH:11][C:12]([C:16]([F:17])([F:18])[F:19])=[CH:13][CH:14]=2)[C@H:9]([NH2:20])[CH2:8][C@@H:7]1[CH2:31][CH3:32])=[O:5])[CH3:2]. (2) Given the reactants [N+:1]([CH2:4][CH:5]1[CH2:10][CH2:9][CH2:8][CH2:7][CH2:6]1)([O-:3])=[O:2].[C:11]([O:15][CH3:16])(=[O:14])[CH:12]=[CH2:13], predict the reaction product. The product is: [CH3:16][O:15][C:11](=[O:14])[CH2:12][CH2:13][CH:4]([CH:5]1[CH2:10][CH2:9][CH2:8][CH2:7][CH2:6]1)[N+:1]([O-:3])=[O:2]. (3) Given the reactants C(Cl)CCl.[CH2:5]([CH2:9][C@H:10]([N:14]([CH2:19][C:20]([OH:22])=[O:21])[CH2:15][C:16]([OH:18])=[O:17])[C:11]([OH:13])=[O:12])[CH2:6][CH2:7][NH2:8], predict the reaction product. The product is: [NH2:8][CH2:7][CH2:6][CH2:5][CH2:9][CH:10]([N:14]([CH2:19][C:20]([OH:22])=[O:21])[CH2:15][C:16]([OH:18])=[O:17])[C:11]([OH:13])=[O:12]. (4) Given the reactants [CH3:1][S:2]([N:5]1[CH2:10][CH2:9][C:8]2[N:11]([CH2:24][CH2:25][CH:26]=O)[N:12]=[C:13]([C:14]3[CH:19]=[CH:18][C:17]([C:20]([F:23])([F:22])[F:21])=[CH:16][CH:15]=3)[C:7]=2[CH2:6]1)(=[O:4])=[O:3].Cl.[NH:29]1[CH2:34][CH2:33][CH:32]([N:35]2[C:39]3[CH:40]=[CH:41][CH:42]=[CH:43][C:38]=3[N:37]=[N:36]2)[CH2:31][CH2:30]1.CC(O)=O.[BH-](OC(C)=O)(OC(C)=O)OC(C)=O.[Na+].C([O-])(O)=O.[Na+], predict the reaction product. The product is: [CH3:1][S:2]([N:5]1[CH2:10][CH2:9][C:8]2[N:11]([CH2:24][CH2:25][CH2:26][N:29]3[CH2:30][CH2:31][CH:32]([N:35]4[C:39]5[CH:40]=[CH:41][CH:42]=[CH:43][C:38]=5[N:37]=[N:36]4)[CH2:33][CH2:34]3)[N:12]=[C:13]([C:14]3[CH:19]=[CH:18][C:17]([C:20]([F:23])([F:22])[F:21])=[CH:16][CH:15]=3)[C:7]=2[CH2:6]1)(=[O:4])=[O:3]. (5) Given the reactants Cl.[OH:2][C@H:3]1[CH2:7][NH:6][C@H:5]([C:8]([NH:10][CH2:11][C:12]2[CH:17]=[CH:16][C:15]([C:18]3[S:22][CH:21]=[N:20][C:19]=3[CH3:23])=[CH:14][CH:13]=2)=[O:9])[CH2:4]1.[C:24]([O:27][C@@H:28]([CH3:32])[C:29](O)=[O:30])(=[O:26])[CH3:25].CCN(C(C)C)C(C)C.CN(C(ON1N=NC2C=CC=NC1=2)=[N+](C)C)C.F[P-](F)(F)(F)(F)F, predict the reaction product. The product is: [C:24]([O:27][C@@H:28]([CH3:32])[C:29]([N:6]1[CH2:7][C@H:3]([OH:2])[CH2:4][C@H:5]1[C:8](=[O:9])[NH:10][CH2:11][C:12]1[CH:13]=[CH:14][C:15]([C:18]2[S:22][CH:21]=[N:20][C:19]=2[CH3:23])=[CH:16][CH:17]=1)=[O:30])(=[O:26])[CH3:25].[C:24]([N:6]1[CH2:7][C@H:3]([OH:2])[CH2:4][C@H:5]1[C:8]([NH:10][CH2:11][C:12]1[CH:13]=[CH:14][C:15]([C:18]2[S:22][CH:21]=[N:20][C:19]=2[CH3:23])=[CH:16][CH:17]=1)=[O:9])(=[O:26])[CH3:25].